Dataset: Full USPTO retrosynthesis dataset with 1.9M reactions from patents (1976-2016). Task: Predict the reactants needed to synthesize the given product. (1) Given the product [C:13]([CH2:12][CH2:11][CH2:10][CH2:9][CH2:8][CH2:7][CH2:6][CH2:5][CH2:4][CH2:3][CH:2]([O:1][C:36](=[O:37])[C:35]1[CH:34]=[CH:33][C:32]([N+:29]([O-:31])=[O:30])=[CH:40][CH:39]=1)[CH2:16][CH2:17][CH2:18][CH2:19][CH2:20][CH3:21])([OH:15])=[O:14], predict the reactants needed to synthesize it. The reactants are: [OH:1][CH:2]([CH2:16][CH2:17][CH2:18][CH2:19][CH2:20][CH3:21])[CH2:3][CH2:4][CH2:5][CH2:6][CH2:7][CH2:8][CH2:9][CH2:10][CH2:11][CH2:12][C:13]([OH:15])=[O:14].C(N(CC)CC)C.[N+:29]([C:32]1[CH:40]=[CH:39][C:35]([C:36](Cl)=[O:37])=[CH:34][CH:33]=1)([O-:31])=[O:30]. (2) Given the product [CH2:1]([O:8][C:9](=[O:33])[CH:10]([NH:25][C:26]([O:28][C:29]([CH3:32])([CH3:30])[CH3:31])=[O:27])[C:11]1[CH:12]=[CH:13][C:14]([P:37]([O:38][CH2:39][CH3:40])([O:36][CH2:34][CH3:35])=[O:41])=[CH:15][CH:16]=1)[C:2]1[CH:3]=[CH:4][CH:5]=[CH:6][CH:7]=1, predict the reactants needed to synthesize it. The reactants are: [CH2:1]([O:8][C:9](=[O:33])[CH:10]([NH:25][C:26]([O:28][C:29]([CH3:32])([CH3:31])[CH3:30])=[O:27])[C:11]1[CH:16]=[CH:15][C:14](OS(C(F)(F)F)(=O)=O)=[CH:13][CH:12]=1)[C:2]1[CH:7]=[CH:6][CH:5]=[CH:4][CH:3]=1.[CH2:34]([O:36][P:37]([O-:41])[O:38][CH2:39][CH3:40])[CH3:35].CN1CCOCC1. (3) The reactants are: [CH3:1][O:2][C:3](=[O:21])[C:4]([C:14]1[CH:19]=[CH:18][C:17]([OH:20])=[CH:16][CH:15]=1)=[CH:5][C:6]1[CH:11]=[CH:10][C:9]([F:12])=[C:8]([CH3:13])[CH:7]=1.[CH2:22]([CH:24]1[O:26][CH2:25]1)Cl.C(=O)([O-])[O-].[K+].[K+]. Given the product [CH3:1][O:2][C:3](=[O:21])[C:4]([C:14]1[CH:15]=[CH:16][C:17]([O:20][CH2:22][CH:24]2[CH2:25][O:26]2)=[CH:18][CH:19]=1)=[CH:5][C:6]1[CH:11]=[CH:10][C:9]([F:12])=[C:8]([CH3:13])[CH:7]=1, predict the reactants needed to synthesize it. (4) Given the product [C:1]([N:4]1[CH2:10][C:9]2[CH:11]=[CH:12][C:13]([C:15]([NH:22][OH:20])=[O:16])=[CH:14][C:8]=2[O:7][CH2:6][C@@H:5]1[CH3:19])(=[O:3])[CH3:2], predict the reactants needed to synthesize it. The reactants are: [C:1]([N:4]1[CH2:10][C:9]2[CH:11]=[CH:12][C:13]([C:15](OC)=[O:16])=[CH:14][C:8]=2[O:7][CH2:6][C@@H:5]1[CH3:19])(=[O:3])[CH3:2].[OH-:20].[Na+].[NH2:22]O. (5) Given the product [F:32][C:2]([F:1])([F:31])[C:3]1[CH:4]=[C:5]([N:13]([C:15]([NH:39][CH:34]([CH3:33])[C:35]([CH3:38])([CH3:37])[CH3:36])=[C:16]([S:19]([C:22]2[CH:27]=[CH:26][C:25]([Cl:28])=[CH:24][CH:23]=2)(=[O:21])=[O:20])[C:17]#[N:18])[CH3:14])[CH:6]=[C:7]([C:9]([F:11])([F:10])[F:12])[CH:8]=1, predict the reactants needed to synthesize it. The reactants are: [F:1][C:2]([F:32])([F:31])[C:3]1[CH:4]=[C:5]([N:13]([C:15](SC)=[C:16]([S:19]([C:22]2[CH:27]=[CH:26][C:25]([Cl:28])=[CH:24][CH:23]=2)(=[O:21])=[O:20])[C:17]#[N:18])[CH3:14])[CH:6]=[C:7]([C:9]([F:12])([F:11])[F:10])[CH:8]=1.[CH3:33][CH:34]([NH2:39])[C:35]([CH3:38])([CH3:37])[CH3:36].C(N(CC)CC)C.